The task is: Predict the reactants needed to synthesize the given product.. This data is from Full USPTO retrosynthesis dataset with 1.9M reactions from patents (1976-2016). (1) Given the product [ClH:1].[ClH:1].[N:7]1([C:12]2[CH:13]=[C:14]([CH:38]=[CH:39][CH:40]=2)[CH2:15][CH2:16][N:17]2[CH2:21][CH2:20][CH2:19][C@@H:18]2[CH2:22][N:23]2[C:29]3[CH:30]=[CH:31][CH:32]=[CH:33][C:28]=3[CH2:27][O:26][C:25]3[CH:34]=[CH:35][CH:36]=[CH:37][C:24]2=3)[CH2:11][CH2:10][CH2:9][CH2:8]1, predict the reactants needed to synthesize it. The reactants are: [ClH:1].C(OCC)C.[N:7]1([C:12]2[CH:13]=[C:14]([CH:38]=[CH:39][CH:40]=2)[CH2:15][CH2:16][N:17]2[CH2:21][CH2:20][CH2:19][C@@H:18]2[CH2:22][N:23]2[C:29]3[CH:30]=[CH:31][CH:32]=[CH:33][C:28]=3[CH2:27][O:26][C:25]3[CH:34]=[CH:35][CH:36]=[CH:37][C:24]2=3)[CH2:11][CH2:10][CH2:9][CH2:8]1. (2) Given the product [Br:28][C:26]1[CH:27]=[C:22]([NH:1][C:2]2[N:7]=[CH:6][C:5]([N:8]3[CH2:13][CH2:12][N:11]([C:14]([O:16][C:17]([CH3:20])([CH3:19])[CH3:18])=[O:15])[CH2:10][CH2:9]3)=[CH:4][CH:3]=2)[C:23](=[O:30])[N:24]([CH3:29])[CH:25]=1, predict the reactants needed to synthesize it. The reactants are: [NH2:1][C:2]1[N:7]=[CH:6][C:5]([N:8]2[CH2:13][CH2:12][N:11]([C:14]([O:16][C:17]([CH3:20])([CH3:19])[CH3:18])=[O:15])[CH2:10][CH2:9]2)=[CH:4][CH:3]=1.Br[C:22]1[C:23](=[O:30])[N:24]([CH3:29])[CH:25]=[C:26]([Br:28])[CH:27]=1.C(=O)([O-])[O-].[Cs+].[Cs+].CC1(C)C2C(=C(P(C3C=CC=CC=3)C3C=CC=CC=3)C=CC=2)OC2C(P(C3C=CC=CC=3)C3C=CC=CC=3)=CC=CC1=2.